Predict the reaction yield, written as a fraction of the theoretical maximum amount of product (1.0 means a 100% yield; for example, 0.34 means a 34% yield). From a dataset of Reaction yield outcomes from USPTO patents with 853,638 reactions. (1) The reactants are [CH:1]([CH:14]1[CH2:19][CH2:18][N:17]([C:20]2[CH:25]=[CH:24][C:23]([NH2:26])=[CH:22][C:21]=2[F:27])[CH2:16][CH2:15]1)([C:8]1[CH:13]=[CH:12][CH:11]=[CH:10][CH:9]=1)[C:2]1[CH:7]=[CH:6][CH:5]=[CH:4][CH:3]=1.[CH3:28][C:29]1[C:33]([N:34]=[C:35]=[O:36])=[C:32]([CH3:37])[O:31][N:30]=1. No catalyst specified. The product is [CH:1]([CH:14]1[CH2:15][CH2:16][N:17]([C:20]2[CH:25]=[CH:24][C:23]([NH:26][C:35]([NH:34][C:33]3[C:29]([CH3:28])=[N:30][O:31][C:32]=3[CH3:37])=[O:36])=[CH:22][C:21]=2[F:27])[CH2:18][CH2:19]1)([C:8]1[CH:13]=[CH:12][CH:11]=[CH:10][CH:9]=1)[C:2]1[CH:7]=[CH:6][CH:5]=[CH:4][CH:3]=1. The yield is 0.572. (2) The reactants are [Br:1][C:2]1[CH:7]=[C:6]([NH2:8])[N:5]=[C:4]([NH2:9])[CH:3]=1.[Li+].C[Si]([N-][Si](C)(C)C)(C)C.[F:20][CH:21]([F:31])[CH2:22]OS(C(F)(F)F)(=O)=O. The catalyst is C1COCC1. The product is [Br:1][C:2]1[CH:7]=[C:6]([NH2:8])[N:5]=[C:4]([NH:9][CH2:22][CH:21]([F:31])[F:20])[CH:3]=1. The yield is 0.320. (3) The reactants are [C:1]([C:3]1([C:13]([O:15][CH3:16])=[O:14])[CH2:8][O:7][C:6]([O:10]CC)([CH3:9])[O:5][CH2:4]1)#[N:2]. The catalyst is C(O)(=O)C.O. The product is [C:6]([O:5][CH2:4][C:3]([C:1]#[N:2])([CH2:8][OH:7])[C:13]([O:15][CH3:16])=[O:14])(=[O:10])[CH3:9]. The yield is 0.520. (4) The reactants are [CH:1]1([N:7]2[C:11]3([CH2:16][CH2:15][NH:14][CH2:13][CH2:12]3)[C:10](=[O:17])[N:9]([CH2:18][C:19]3[CH:31]=[CH:30][CH:29]=[CH:28][C:20]=3[C:21]([O:23][C:24]([CH3:27])([CH3:26])[CH3:25])=[O:22])[CH2:8]2)[CH2:6][CH2:5][CH2:4][CH2:3][CH2:2]1.I[CH2:33][CH2:34][CH2:35][C:36]([C:38]1[CH:43]=[CH:42][CH:41]=[CH:40][CH:39]=1)=[O:37].C(=O)([O-])[O-].[K+].[K+]. The catalyst is CN(C)C=O.C(OCC)(=O)C. The product is [CH:1]1([N:7]2[C:11]3([CH2:16][CH2:15][N:14]([CH2:33][CH2:34][CH2:35][C:36](=[O:37])[C:38]4[CH:43]=[CH:42][CH:41]=[CH:40][CH:39]=4)[CH2:13][CH2:12]3)[C:10](=[O:17])[N:9]([CH2:18][C:19]3[CH:31]=[CH:30][CH:29]=[CH:28][C:20]=3[C:21]([O:23][C:24]([CH3:26])([CH3:27])[CH3:25])=[O:22])[CH2:8]2)[CH2:2][CH2:3][CH2:4][CH2:5][CH2:6]1. The yield is 0.650. (5) The reactants are C(N(CC)CC)C.[H][H].[CH:10](=[C:17]([CH2:21][OH:22])[C:18]([OH:20])=[O:19])[C:11]1[CH:16]=[CH:15][CH:14]=[CH:13][CH:12]=1. The catalyst is CO.[C].[Pd]. The product is [OH:22][CH2:21][CH:17]([CH2:10][C:11]1[CH:16]=[CH:15][CH:14]=[CH:13][CH:12]=1)[C:18]([OH:20])=[O:19]. The yield is 0.657. (6) The reactants are [Cl:1][C:2]1[C:3]([F:26])=[CH:4][C:5]([N+:23]([O-])=O)=[C:6]([S:8]([NH:11][C:12]2[CH:13]=[CH:14][C:15]([Cl:22])=[C:16]3[C:21]=2[N:20]=[CH:19][CH:18]=[CH:17]3)(=[O:10])=[O:9])[CH:7]=1.Cl[Sn]Cl. The catalyst is Cl.CCO. The product is [NH2:23][C:5]1[CH:4]=[C:3]([F:26])[C:2]([Cl:1])=[CH:7][C:6]=1[S:8]([NH:11][C:12]1[CH:13]=[CH:14][C:15]([Cl:22])=[C:16]2[C:21]=1[N:20]=[CH:19][CH:18]=[CH:17]2)(=[O:9])=[O:10]. The yield is 0.770. (7) The reactants are [CH2:1]1[C:5]2([CH2:10][C:9](=O)[CH2:8][CH2:7][O:6]2)[CH2:4][CH2:3][CH2:2]1.[CH3:12][O:13][C:14](=[O:18])[CH2:15][C:16]#[N:17].C([O-])(=O)C.[NH4+].C(O)(=O)C. The catalyst is C1C=CC=CC=1.CCCCCC.CCOC(C)=O. The product is [C:16]([C:15](=[C:9]1[CH2:10][C:5]2([CH2:4][CH2:3][CH2:2][CH2:1]2)[O:6][CH2:7][CH2:8]1)[C:14]([O:13][CH3:12])=[O:18])#[N:17]. The yield is 0.878.